This data is from Forward reaction prediction with 1.9M reactions from USPTO patents (1976-2016). The task is: Predict the product of the given reaction. (1) Given the reactants C(OC(=O)COC1C=CC(Cl)=CC=1C#CC1C=CC=C(S(CCC)(=O)=O)C=1)(C)(C)C.[C:31]([O:35][C:36](=[O:48])[CH2:37][O:38][C:39]1[CH:44]=[CH:43][C:42]([Cl:45])=[CH:41][C:40]=1[C:46]#[CH:47])([CH3:34])([CH3:33])[CH3:32].Br[C:50]1[CH:51]=[C:52]([S:57]([NH:60][CH:61]([CH2:63][CH3:64])[CH3:62])(=[O:59])=[O:58])[CH:53]=[CH:54][C:55]=1[CH3:56], predict the reaction product. The product is: [C:31]([O:35][C:36](=[O:48])[CH2:37][O:38][C:39]1[CH:44]=[CH:43][C:42]([Cl:45])=[CH:41][C:40]=1[C:46]#[C:47][C:50]1[CH:51]=[C:52]([S:57]([NH:60][CH:61]([CH2:63][CH3:64])[CH3:62])(=[O:58])=[O:59])[CH:53]=[CH:54][C:55]=1[CH3:56])([CH3:34])([CH3:33])[CH3:32]. (2) Given the reactants C[O:2][C:3](=[O:40])[C:4]1[CH:9]=[CH:8][C:7]([N:10]([CH2:12][CH2:13][C:14]2[C:22]3[C:17](=[CH:18][CH:19]=[C:20]([Cl:23])[CH:21]=3)[N:16]([CH:24]([C:31]3[CH:36]=[CH:35][CH:34]=[CH:33][CH:32]=3)[C:25]3[CH:30]=[CH:29][CH:28]=[CH:27][CH:26]=3)[C:15]=2[CH2:37][CH2:38][NH2:39])[CH3:11])=[CH:6][CH:5]=1.[Cl:41][C:42]1[CH:47]=[CH:46][CH:45]=[CH:44][C:43]=1[S:48](Cl)(=[O:50])=[O:49], predict the reaction product. The product is: [CH:24]([N:16]1[C:17]2[C:22](=[CH:21][C:20]([Cl:23])=[CH:19][CH:18]=2)[C:14]([CH2:13][CH2:12][N:10]([CH3:11])[C:7]2[CH:6]=[CH:5][C:4]([C:3]([OH:2])=[O:40])=[CH:9][CH:8]=2)=[C:15]1[CH2:37][CH2:38][NH:39][S:48]([C:43]1[CH:44]=[CH:45][CH:46]=[CH:47][C:42]=1[Cl:41])(=[O:50])=[O:49])([C:25]1[CH:30]=[CH:29][CH:28]=[CH:27][CH:26]=1)[C:31]1[CH:32]=[CH:33][CH:34]=[CH:35][CH:36]=1. (3) The product is: [Cl:15][C:16]1[CH:24]=[CH:23][CH:22]=[C:21]([Cl:25])[C:17]=1[C:18]([NH:14][C:11]1[CH:12]=[N:13][C:8]([NH:7][C:3]2[CH:2]=[N:1][CH:6]=[CH:5][CH:4]=2)=[N:9][CH:10]=1)=[O:19]. Given the reactants [N:1]1[CH:6]=[CH:5][CH:4]=[C:3]([NH:7][C:8]2[N:13]=[CH:12][C:11]([NH2:14])=[CH:10][N:9]=2)[CH:2]=1.[Cl:15][C:16]1[CH:24]=[CH:23][CH:22]=[C:21]([Cl:25])[C:17]=1[C:18](Cl)=[O:19], predict the reaction product. (4) Given the reactants [C:1]([O:5][C:6]([N:8]1[CH2:13][CH2:12][CH2:11][CH2:10][CH:9]1[C:14]([OH:16])=O)=[O:7])([CH3:4])([CH3:3])[CH3:2].C1(N=C=NC2CCCCC2)CCCCC1.[N:32]1[CH:37]=[CH:36][CH:35]=[CH:34][C:33]=1[SH:38], predict the reaction product. The product is: [C:1]([O:5][C:6]([N:8]1[CH2:13][CH2:12][CH2:11][CH2:10][CH:9]1[C:14]([S:38][C:33]1[CH:34]=[CH:35][CH:36]=[CH:37][N:32]=1)=[O:16])=[O:7])([CH3:2])([CH3:3])[CH3:4]. (5) Given the reactants [CH3:1][C:2]1[CH:10]=[CH:9][C:8]([N:11]([CH3:20])[S:12]([C:15]2[S:16][CH:17]=[CH:18][CH:19]=2)(=[O:14])=[O:13])=[C:7]2[C:3]=1[CH:4]=[C:5]([C:21](O)=[O:22])[NH:6]2.[CH2:24]([S:31][CH:32]([CH:35]([O:38][CH3:39])[O:36][CH3:37])[CH2:33][NH2:34])[C:25]1[CH:30]=[CH:29][CH:28]=[CH:27][CH:26]=1.C(N(C(C)C)C(C)C)C.F[P-](F)(F)(F)(F)F.N1(OC(N(C)C)=[N+](C)C)C2N=CC=CC=2N=N1, predict the reaction product. The product is: [CH2:24]([S:31][CH:32]([CH:35]([O:36][CH3:37])[O:38][CH3:39])[CH2:33][NH:34][C:21]([C:5]1[NH:6][C:7]2[C:3]([CH:4]=1)=[C:2]([CH3:1])[CH:10]=[CH:9][C:8]=2[N:11]([CH3:20])[S:12]([C:15]1[S:16][CH:17]=[CH:18][CH:19]=1)(=[O:13])=[O:14])=[O:22])[C:25]1[CH:30]=[CH:29][CH:28]=[CH:27][CH:26]=1.